This data is from Full USPTO retrosynthesis dataset with 1.9M reactions from patents (1976-2016). The task is: Predict the reactants needed to synthesize the given product. (1) Given the product [CH3:30][O:31][CH2:32][CH2:33][O:1][C:2]1[C:3](=[O:29])[C:4]([C:18]2[N:22]([C:23]3[CH:24]=[CH:25][CH:26]=[CH:27][CH:28]=3)[N:21]=[CH:20][CH:19]=2)=[N:5][N:6]([C:8]2[CH:13]=[CH:12][CH:11]=[C:10]([C:14]([F:16])([F:15])[F:17])[CH:9]=2)[CH:7]=1, predict the reactants needed to synthesize it. The reactants are: [OH:1][C:2]1[C:3](=[O:29])[C:4]([C:18]2[N:22]([C:23]3[CH:28]=[CH:27][CH:26]=[CH:25][CH:24]=3)[N:21]=[CH:20][CH:19]=2)=[N:5][N:6]([C:8]2[CH:13]=[CH:12][CH:11]=[C:10]([C:14]([F:17])([F:16])[F:15])[CH:9]=2)[CH:7]=1.[CH3:30][O:31][CH2:32][CH2:33]Br.C([O-])([O-])=O.[K+].[K+].O. (2) Given the product [F:1][C:2]1[CH:7]=[CH:6][C:5]([C:8]2[N:9]=[C:10]([C:25]3[C:24]([F:23])=[CH:29][CH:28]=[CH:27][N:26]=3)[N:11]=[N:12][CH:13]=2)=[CH:4][C:3]=1[C:16]1[C:21]([F:22])=[CH:20][CH:19]=[CH:18][N:17]=1, predict the reactants needed to synthesize it. The reactants are: [F:1][C:2]1[CH:7]=[CH:6][C:5]([C:8]2[N:9]=[C:10](SC)[N:11]=[N:12][CH:13]=2)=[CH:4][C:3]=1[C:16]1[C:21]([F:22])=[CH:20][CH:19]=[CH:18][N:17]=1.[F:23][C:24]1[C:25]([Sn](CCCC)(CCCC)CCCC)=[N:26][CH:27]=[CH:28][CH:29]=1. (3) Given the product [ClH:4].[Cl:7][C:8]([C:11]1[C:19]2[C:14](=[CH:15][CH:16]=[CH:17][CH:18]=2)[N:13]([C:20]2[CH:21]=[CH:22][CH:23]=[C:24]3[C:29]=2[N:28]=[CH:27][CH:26]=[CH:25]3)[CH:12]=1)=[O:9], predict the reactants needed to synthesize it. The reactants are: C(Cl)(=O)C([Cl:4])=O.[ClH:7].[C:8]([C:11]1[C:19]2[C:14](=[CH:15][CH:16]=[CH:17][CH:18]=2)[N:13]([C:20]2[CH:21]=[CH:22][CH:23]=[C:24]3[C:29]=2[N:28]=[CH:27][CH:26]=[CH:25]3)[CH:12]=1)(O)=[O:9]. (4) Given the product [CH3:18][O:19][C:20](=[O:23])[CH2:21][O:11][C:5]1[C:6]([N+:8]([O-:10])=[O:9])=[N:7][C:2]([Br:1])=[CH:3][CH:4]=1, predict the reactants needed to synthesize it. The reactants are: [Br:1][C:2]1[N:7]=[C:6]([N+:8]([O-:10])=[O:9])[C:5]([OH:11])=[CH:4][CH:3]=1.C(=O)([O-])[O-].[K+].[K+].[CH3:18][O:19][C:20](=[O:23])[CH2:21]Br.Cl. (5) Given the product [C:1]([C:3]1[CH:11]=[CH:10][C:6]([C:7]([N:15]([CH2:16][CH3:17])[CH2:13][CH3:14])=[O:9])=[C:5]([F:12])[CH:4]=1)#[N:2], predict the reactants needed to synthesize it. The reactants are: [C:1]([C:3]1[CH:11]=[CH:10][C:6]([C:7]([OH:9])=O)=[C:5]([F:12])[CH:4]=1)#[N:2].[CH2:13]([NH:15][CH2:16][CH3:17])[CH3:14].CN(C(ON1N=NC2C=CC=NC1=2)=[N+](C)C)C.F[P-](F)(F)(F)(F)F.C(N(C(C)C)CC)(C)C. (6) Given the product [CH2:1]([C:3]1[CH:4]=[CH:5][C:6]([CH:9]2[CH2:14][CH:13]([O:15][CH3:16])[CH2:12][NH:11][CH2:10]2)=[CH:7][CH:8]=1)[CH3:2], predict the reactants needed to synthesize it. The reactants are: [CH2:1]([C:3]1[CH:8]=[CH:7][C:6]([C:9]2[CH:10]=[N:11][CH:12]=[C:13]([O:15][CH3:16])[CH:14]=2)=[CH:5][CH:4]=1)[CH3:2]. (7) Given the product [CH3:3][C:4]1([CH3:24])[CH:13]([OH:14])[C:12]2[CH:15]=[CH:16][CH:17]=[C:10]3[C:11]=2[N:6]2[C:7](=[N:22][CH:23]=[C:5]12)[C:8]1[CH:21]=[CH:20][CH:19]=[CH:18][C:9]=13, predict the reactants needed to synthesize it. The reactants are: [BH4-].[Na+].[CH3:3][C:4]1([CH3:24])[C:13](=[O:14])[C:12]2[CH:15]=[CH:16][CH:17]=[C:10]3[C:11]=2[N:6]2[C:7](=[N:22][CH:23]=[C:5]12)[C:8]1[CH:21]=[CH:20][CH:19]=[CH:18][C:9]=13.